Dataset: hERG Central: cardiac toxicity at 1µM, 10µM, and general inhibition. Task: Predict hERG channel inhibition at various concentrations. The drug is CCCCOc1[nH]c2nc(-c3ccco3)n(Cc3ccco3)c(=N)c2c1C#N. Results: hERG_inhib (hERG inhibition (general)): blocker.